This data is from Experimentally validated miRNA-target interactions with 360,000+ pairs, plus equal number of negative samples. The task is: Binary Classification. Given a miRNA mature sequence and a target amino acid sequence, predict their likelihood of interaction. (1) The miRNA is hsa-miR-32-5p with sequence UAUUGCACAUUACUAAGUUGCA. The protein sequence of the target gene is MEEYHRHCDEVGFNAEEAHNIVKECVDGVLGGEDYNHNNINQWTASIVEQSLTHLVKLGKAYKYIVTCAVVQKSAYGFHTASSCFWDTTSDGTCTVRWENRTMNCIVNVFAIAIVL. Result: 1 (interaction). (2) The miRNA is hsa-miR-7153-5p with sequence UGAGAACUGACAAAUGUGGUAGG. The protein sequence of the target gene is MAGSPELVVLDPPWDKELAAGTESQALVSATPREDFRVRCTSKRAVTEMLQLCGRFVQKLGDALPEEIREPALRDAQWTFESAVQENISINGQAWQEASDNCFMDSDIKVLEDQFDEIIVDIATKRKQYPRKILECVIKTIKAKQEILKQYHPVVHPLDLKYDPDPAPHMENLKCRGETVAKEISEAMKSLPALIEQGEGFSQVLRMQPVIHLQRIHQEVFSSCHRKPDAKPENFITQIETTPTETASRKTSDMVLKRKQTKDCPQRKWYPLRPKKINLDT. Result: 1 (interaction). (3) The miRNA is hsa-miR-142-3p with sequence UGUAGUGUUUCCUACUUUAUGGA. The protein sequence of the target gene is MLPDCLSAEGELRCRRLLAGATARLRARPASAAVLVPLCSVRGVPALLYTLRSSRLTGRHKGDVSFPGGKCDPADQDVVHTALRETREELGLAVPEEHVWGLLRPVYDPQKATVVPVLAGVGPLDPQSLRPNSEEVDEVFALPLAHLLQTQNQGYTHFCRGGHFRYTLPVFLHGPHRVWGLTAVITEFALQLLAPGTYQPRLAGLTCSGAEGLARPKQPLASPCQASSTPGLNKGL. Result: 1 (interaction).